From a dataset of Reaction yield outcomes from USPTO patents with 853,638 reactions. Predict the reaction yield, written as a fraction of the theoretical maximum amount of product (1.0 means a 100% yield; for example, 0.34 means a 34% yield). (1) The reactants are ClCCl.[Cl:4][C:5]1[CH:31]=[CH:30][C:8]([CH2:9][N:10]2[CH:15]=[N:14][C:13]([N:16]3[CH2:21][CH2:20][N:19]([C:22]4[CH:27]=[CH:26][C:25]([F:28])=[CH:24][CH:23]=4)[CH2:18][CH2:17]3)=[N:12][C:11]2=[O:29])=[CH:7][C:6]=1[O:32]C.B(Br)(Br)Br. The catalyst is O. The product is [Cl:4][C:5]1[CH:31]=[CH:30][C:8]([CH2:9][N:10]2[CH:15]=[N:14][C:13]([N:16]3[CH2:17][CH2:18][N:19]([C:22]4[CH:23]=[CH:24][C:25]([F:28])=[CH:26][CH:27]=4)[CH2:20][CH2:21]3)=[N:12][C:11]2=[O:29])=[CH:7][C:6]=1[OH:32]. The yield is 0.620. (2) The reactants are CC[O:3][C:4]([CH:6]1[CH2:11][N:10]([C:12]([O:14][C:15]([CH3:18])([CH3:17])[CH3:16])=[O:13])[C:9]2[CH:19]=[C:20]([Cl:24])[C:21]([Cl:23])=[CH:22][C:8]=2[O:7]1)=[O:5].O[Li].O. The catalyst is C1COCC1.O. The product is [C:15]([O:14][C:12]([N:10]1[C:9]2[CH:19]=[C:20]([Cl:24])[C:21]([Cl:23])=[CH:22][C:8]=2[O:7][CH:6]([C:4]([OH:5])=[O:3])[CH2:11]1)=[O:13])([CH3:18])([CH3:16])[CH3:17]. The yield is 0.660.